From a dataset of Full USPTO retrosynthesis dataset with 1.9M reactions from patents (1976-2016). Predict the reactants needed to synthesize the given product. (1) Given the product [F:1][C:2]1[CH:7]=[CH:6][CH:5]=[C:4]([F:8])[C:3]=1[CH2:9][S:10]([C:13]1[CH:14]=[C:15]2[C:19](=[CH:20][CH:21]=1)[NH:18][C:17](=[O:22])/[C:16]/2=[CH:23]\[C:24]1[NH:28][C:27]([CH3:29])=[C:26]([C:30]([N:66]2[CH2:67][CH2:68][CH2:69][C@@H:64]([CH2:63][N:58]3[CH2:59][CH2:60][CH2:61][CH2:62]3)[CH2:65]2)=[O:32])[C:25]=1[CH3:33])(=[O:12])=[O:11], predict the reactants needed to synthesize it. The reactants are: [F:1][C:2]1[CH:7]=[CH:6][CH:5]=[C:4]([F:8])[C:3]=1[CH2:9][S:10]([C:13]1[CH:14]=[C:15]2[C:19](=[CH:20][CH:21]=1)[NH:18][C:17](=[O:22])/[C:16]/2=[CH:23]\[C:24]1[NH:28][C:27]([CH3:29])=[C:26]([C:30]([OH:32])=O)[C:25]=1[CH3:33])(=[O:12])=[O:11].CN(C(ON1N=NC2C=CC=NC1=2)=[N+](C)C)C.F[P-](F)(F)(F)(F)F.[N:58]1([CH2:63][C@@H:64]2[CH2:69][CH2:68][CH2:67][NH:66][CH2:65]2)[CH2:62][CH2:61][CH2:60][CH2:59]1. (2) Given the product [CH2:14]([O:21][C@@H:22]1[C@@H:27]([O:28][CH2:29][C:30]2[CH:31]=[CH:32][CH:33]=[CH:34][CH:35]=2)[C@H:26]([O:36][CH2:37][C:38]2[CH:43]=[CH:42][CH:41]=[CH:40][CH:39]=2)[C@@H:25]([CH2:44][O:45][CH2:46][C:47]2[CH:48]=[CH:49][CH:50]=[CH:51][CH:52]=2)[O:24][C@H:23]1[N:53]1[C:61]2[C:56](=[C:57]([CH3:62])[CH:58]=[CH:59][CH:60]=2)[C:55]([CH:63]([OH:64])[C:2]2[CH:7]=[CH:6][C:5]([Br:8])=[CH:4][CH:3]=2)=[CH:54]1)[C:15]1[CH:20]=[CH:19][CH:18]=[CH:17][CH:16]=1, predict the reactants needed to synthesize it. The reactants are: Br[C:2]1[CH:7]=[CH:6][C:5]([Br:8])=[CH:4][CH:3]=1.C([Li])CCC.[CH2:14]([O:21][C@@H:22]1[C@@H:27]([O:28][CH2:29][C:30]2[CH:35]=[CH:34][CH:33]=[CH:32][CH:31]=2)[C@H:26]([O:36][CH2:37][C:38]2[CH:43]=[CH:42][CH:41]=[CH:40][CH:39]=2)[C@@H:25]([CH2:44][O:45][CH2:46][C:47]2[CH:52]=[CH:51][CH:50]=[CH:49][CH:48]=2)[O:24][C@H:23]1[N:53]1[C:61]2[C:56](=[C:57]([CH3:62])[CH:58]=[CH:59][CH:60]=2)[C:55]([CH:63]=[O:64])=[CH:54]1)[C:15]1[CH:20]=[CH:19][CH:18]=[CH:17][CH:16]=1.Cl.[NH4+]. (3) Given the product [Br:11][C:8]1[CH:9]=[C:10]2[CH2:2][C:3](=[O:20])[N:4]([CH2:12][O:13][CH2:14][CH2:15][Si:16]([CH3:19])([CH3:18])[CH3:17])[C:5]2=[N:6][CH:7]=1, predict the reactants needed to synthesize it. The reactants are: Br[C:2]1(Br)[C:10]2[C:5](=[N:6][CH:7]=[C:8]([Br:11])[CH:9]=2)[N:4]([CH2:12][O:13][CH2:14][CH2:15][Si:16]([CH3:19])([CH3:18])[CH3:17])[C:3]1=[O:20]. (4) Given the product [Cl:1][C:2]1[C:3]([O:15][CH2:14][CH:13]([F:16])[F:12])=[N:4][CH:5]=[C:6]([CH:10]=1)[C:7]([OH:9])=[O:8], predict the reactants needed to synthesize it. The reactants are: [Cl:1][C:2]1[C:3](Cl)=[N:4][CH:5]=[C:6]([CH:10]=1)[C:7]([OH:9])=[O:8].[F:12][CH:13]([F:16])[CH2:14][OH:15]. (5) Given the product [Cl:1][C:2]1[CH:3]=[C:4]([N:9]2[C:18]3[C:13](=[CH:14][C:15]([F:25])=[C:16]([N:19]4[CH2:20][CH2:21][N:24]([CH3:30])[CH2:22][CH2:23]4)[CH:17]=3)[C:12](=[O:26])[N:11]([OH:27])[C:10]2=[O:28])[CH:5]=[CH:6][C:7]=1[F:8], predict the reactants needed to synthesize it. The reactants are: [Cl:1][C:2]1[CH:3]=[C:4]([N:9]2[C:18]3[C:13](=[CH:14][C:15]([F:25])=[C:16]([N:19]4[CH2:23][CH2:22][CH:21]([NH2:24])[CH2:20]4)[CH:17]=3)[C:12](=[O:26])[N:11]([OH:27])[C:10]2=[O:28])[CH:5]=[CH:6][C:7]=1[F:8].F[C:30](F)(F)C([O-])=O.